From a dataset of Forward reaction prediction with 1.9M reactions from USPTO patents (1976-2016). Predict the product of the given reaction. Given the reactants [CH3:1][Si:2]([CH3:21])([CH3:20])[C:3]1[CH:8]=[CH:7][C:6]([C:9]2[CH2:14][CH2:13][O:12][CH2:11][C:10]=2[C:15]([O:17][CH2:18][CH3:19])=[O:16])=[CH:5][CH:4]=1.C(OCC)(=O)C, predict the reaction product. The product is: [CH3:1][Si:2]([CH3:20])([CH3:21])[C:3]1[CH:8]=[CH:7][C:6]([C@H:9]2[CH2:14][CH2:13][O:12][CH2:11][C@H:10]2[C:15]([O:17][CH2:18][CH3:19])=[O:16])=[CH:5][CH:4]=1.